This data is from Forward reaction prediction with 1.9M reactions from USPTO patents (1976-2016). The task is: Predict the product of the given reaction. (1) Given the reactants [CH3:1][C:2]1[CH:3]=[C:4]([CH:9]=[CH:10][C:11]=1[O:12][CH2:13][C:14]([F:17])([F:16])[F:15])[C:5]([O:7]C)=[O:6].[OH-].[Na+], predict the reaction product. The product is: [CH3:1][C:2]1[CH:3]=[C:4]([CH:9]=[CH:10][C:11]=1[O:12][CH2:13][C:14]([F:15])([F:16])[F:17])[C:5]([OH:7])=[O:6]. (2) Given the reactants [OH:1][CH2:2][CH2:3][O:4][C:5]1[CH:12]=[CH:11][C:10](I)=[CH:9][C:6]=1[CH:7]=[O:8].[Cl:14][C:15]1[CH:20]=[CH:19][C:18]([C:21]2[CH:22]=[CH:23][C:24]([C:27]#[CH:28])=[N:25][CH:26]=2)=[CH:17][CH:16]=1, predict the reaction product. The product is: [Cl:14][C:15]1[CH:16]=[CH:17][C:18]([C:21]2[CH:22]=[CH:23][C:24]([C:27]#[C:28][C:10]3[CH:11]=[CH:12][C:5]([O:4][CH2:3][CH2:2][OH:1])=[C:6]([CH:9]=3)[CH:7]=[O:8])=[N:25][CH:26]=2)=[CH:19][CH:20]=1. (3) Given the reactants Br[C:2]1[C:18]([F:19])=[CH:17][C:5]2[O:6][CH2:7][CH2:8][C:9]3[S:13][C:12]([C:14]([NH2:16])=[O:15])=[N:11][C:10]=3[C:4]=2[CH:3]=1.[C:20]([C:22]1([OH:27])[CH2:26]C[O:24][CH2:23]1)#[CH:21], predict the reaction product. The product is: [OH:27][C:22]([CH3:26])([CH2:23][OH:24])[C:20]#[C:21][C:2]1[C:18]([F:19])=[CH:17][C:5]2[O:6][CH2:7][CH2:8][C:9]3[S:13][C:12]([C:14]([NH2:16])=[O:15])=[N:11][C:10]=3[C:4]=2[CH:3]=1. (4) Given the reactants [F:1][C:2]([F:7])([F:6])[C:3]([OH:5])=[O:4].C(OC([N:15]1[CH2:20][CH2:19][C:18]2([C:28]3[C:23](=[CH:24][CH:25]=[CH:26][CH:27]=3)[C:22]([C:29]([OH:31])=[O:30])=[CH:21]2)[CH2:17][CH2:16]1)=O)(C)(C)C, predict the reaction product. The product is: [NH:15]1[CH2:20][CH2:19][C:18]2([C:28]3[C:23](=[CH:24][CH:25]=[CH:26][CH:27]=3)[C:22]([C:29]([O-:31])=[O:30])=[CH:21]2)[CH2:17][CH2:16]1.[C:3]([OH:5])([C:2]([F:7])([F:6])[F:1])=[O:4]. (5) Given the reactants [N:1]1[C:10]2[C:5](=[CH:6][C:7]([CH2:11][N:12]3[C:16]4=[N:17][C:18]([C:21](=O)[CH3:22])=[CH:19][N:20]=[C:15]4[N:14]=[N:13]3)=[CH:8][CH:9]=2)[CH:4]=[CH:3][CH:2]=1.[NH2:24][O:25][CH2:26][CH:27]1[CH2:32][CH2:31][N:30](C(OC(C)(C)C)=O)[CH2:29][CH2:28]1, predict the reaction product. The product is: [NH:30]1[CH2:29][CH2:28][CH:27]([CH2:26][O:25]/[N:24]=[C:21](/[C:18]2[N:17]=[C:16]3[N:12]([CH2:11][C:7]4[CH:6]=[C:5]5[C:10](=[CH:9][CH:8]=4)[N:1]=[CH:2][CH:3]=[CH:4]5)[N:13]=[N:14][C:15]3=[N:20][CH:19]=2)\[CH3:22])[CH2:32][CH2:31]1.